Dataset: TCR-epitope binding with 47,182 pairs between 192 epitopes and 23,139 TCRs. Task: Binary Classification. Given a T-cell receptor sequence (or CDR3 region) and an epitope sequence, predict whether binding occurs between them. (1) The epitope is NLNESLIDL. The TCR CDR3 sequence is CASSPTAGGNTGELFF. Result: 0 (the TCR does not bind to the epitope). (2) The TCR CDR3 sequence is CSARDDQAVNTGELFF. Result: 1 (the TCR binds to the epitope). The epitope is YLQPRTFLL.